Dataset: Full USPTO retrosynthesis dataset with 1.9M reactions from patents (1976-2016). Task: Predict the reactants needed to synthesize the given product. (1) Given the product [Br:1][C:2]1[CH:3]=[CH:4][C:5]2[S:9](=[O:10])(=[O:11])[N:8]([CH2:12][CH2:13][N:15]3[CH2:16][CH2:17][O:18][CH2:19][CH2:20]3)[CH:7]([CH3:21])[C:6]=2[CH:22]=1, predict the reactants needed to synthesize it. The reactants are: [Br:1][C:2]1[CH:3]=[CH:4][C:5]2[S:9](=[O:11])(=[O:10])[N:8]([CH2:12][C:13]([N:15]3[CH2:20][CH2:19][O:18][CH2:17][CH2:16]3)=O)[CH:7]([CH3:21])[C:6]=2[CH:22]=1.B.C1COCC1. (2) Given the product [CH2:1]([NH:8][C@@H:9]1[CH2:18][C:17]2[C:12](=[CH:13][CH:14]=[CH:15][C:16]=2[O:19][CH2:25][C:26]([O:28][CH2:29][CH3:30])=[O:27])[CH2:11][C@H:10]1[OH:20])[C:2]1[CH:3]=[CH:4][CH:5]=[CH:6][CH:7]=1, predict the reactants needed to synthesize it. The reactants are: [CH2:1]([NH:8][C@@H:9]1[CH2:18][C:17]2[C:12](=[CH:13][CH:14]=[CH:15][C:16]=2[OH:19])[CH2:11][C@H:10]1[OH:20])[C:2]1[CH:7]=[CH:6][CH:5]=[CH:4][CH:3]=1.C[O-].[Na+].Br[CH2:25][C:26]([O:28][CH2:29][CH3:30])=[O:27]. (3) Given the product [CH2:16]([O:8][C:7]1[C:2]([Cl:1])=[N:3][CH:4]=[CH:5][CH:6]=1)[C:17]1[CH:22]=[CH:21][CH:20]=[CH:19][CH:18]=1, predict the reactants needed to synthesize it. The reactants are: [Cl:1][C:2]1[C:7]([OH:8])=[CH:6][CH:5]=[CH:4][N:3]=1.C([O-])([O-])=O.[K+].[K+].Br[CH2:16][C:17]1[CH:22]=[CH:21][CH:20]=[CH:19][CH:18]=1.